This data is from Forward reaction prediction with 1.9M reactions from USPTO patents (1976-2016). The task is: Predict the product of the given reaction. (1) Given the reactants C([CH:3]1[CH2:26][NH:25][C:6]2=[N:7][C:8]([C:18]3[CH:23]=[CH:22][C:21]([CH3:24])=[CH:20][CH:19]=3)=[C:9]([C:11]3[CH:16]=[CH:15][C:14]([CH3:17])=[CH:13][CH:12]=3)[N:10]=[C:5]2[CH2:4]1)C.Cl[C:28]1N=C(N)C(N)=C[CH:29]=1, predict the reaction product. The product is: [CH2:28]([CH:26]1[NH:25][C:6]2=[N:7][C:8]([C:18]3[CH:23]=[CH:22][C:21]([CH3:24])=[CH:20][CH:19]=3)=[C:9]([C:11]3[CH:16]=[CH:15][C:14]([CH3:17])=[CH:13][CH:12]=3)[N:10]=[C:5]2[CH2:4][CH2:3]1)[CH3:29]. (2) Given the reactants C(OC(=O)[NH:7][C:8]1([C:12]2[CH:17]=[CH:16][C:15]([C:18]3[C:23]([C:24]4[CH:29]=[CH:28][CH:27]=[CH:26][CH:25]=4)=[CH:22][N:21]4[N:30]=[C:31]([C:33](=[O:36])[NH:34][CH3:35])[N:32]=[C:20]4[N:19]=3)=[CH:14][CH:13]=2)[CH2:11][CH2:10][CH2:9]1)(C)(C)C.C(O)(C(F)(F)F)=O, predict the reaction product. The product is: [CH3:35][NH:34][C:33]([C:31]1[N:32]=[C:20]2[N:19]=[C:18]([C:15]3[CH:14]=[CH:13][C:12]([C:8]4([NH2:7])[CH2:11][CH2:10][CH2:9]4)=[CH:17][CH:16]=3)[C:23]([C:24]3[CH:29]=[CH:28][CH:27]=[CH:26][CH:25]=3)=[CH:22][N:21]2[N:30]=1)=[O:36].